Dataset: Forward reaction prediction with 1.9M reactions from USPTO patents (1976-2016). Task: Predict the product of the given reaction. (1) Given the reactants [F:1][CH:2]([F:25])[O:3][C:4]1[CH:13]=[C:12]2[C:7]([C:8](=O)[CH2:9][C@H:10]([C:14]3[CH:15]=[C:16]([CH:21]=[CH:22][CH:23]=3)[C:17]([O:19][CH3:20])=[O:18])[O:11]2)=[CH:6][CH:5]=1.Cl.[CH3:27][O:28][NH2:29].C([O-])(=O)C.[Na+], predict the reaction product. The product is: [F:1][CH:2]([F:25])[O:3][C:4]1[CH:13]=[C:12]2[C:7]([C:8](=[N:29][O:28][CH3:27])[CH2:9][C@H:10]([C:14]3[CH:15]=[C:16]([CH:21]=[CH:22][CH:23]=3)[C:17]([O:19][CH3:20])=[O:18])[O:11]2)=[CH:6][CH:5]=1. (2) The product is: [CH3:10][O:9][C:4]1[CH:5]=[C:6]([CH3:8])[C:7]([S:58]([N:61]([CH3:62])[CH2:63][CH2:64][O:65][CH2:66][C:67]([OH:69])=[O:68])(=[O:59])=[O:60])=[C:2]([CH3:1])[CH:3]=1. Given the reactants [CH3:1][C:2]1[CH:3]=[C:4]([O:9][CH3:10])[CH:5]=[C:6]([CH3:8])[CH:7]=1.ClS(O)(=O)=O.C(N(CC)CC)C.COC1C=C(C)C(S(Cl)(=O)=O)=C(C)C=1.Cl.[OH-].[Na+].BrCC(OC(C)(C)C)=O.COC1C=C(C)C([S:58]([N:61]([CH2:63][CH2:64][O:65][CH2:66][C:67]([O:69]C(C)(C)C)=[O:68])[CH3:62])(=[O:60])=[O:59])=C(C)C=1.C(O)(C(F)(F)F)=O, predict the reaction product. (3) Given the reactants Cl[C:2]1[C:11]2[C:6](=[CH:7][C:8]([O:14][CH2:15][CH2:16][CH2:17][N:18]3[CH2:23][CH2:22][CH2:21][CH2:20][CH2:19]3)=[C:9]([O:12][CH3:13])[CH:10]=2)[N:5]=[CH:4][N:3]=1.[OH:24][C:25]1[CH:26]=[C:27]2[C:31](=[CH:32][CH:33]=1)[NH:30][C:29]([CH3:34])=[CH:28]2.C(=O)([O-])[O-].[K+].[K+], predict the reaction product. The product is: [CH3:13][O:12][C:9]1[CH:10]=[C:11]2[C:6](=[CH:7][C:8]=1[O:14][CH2:15][CH2:16][CH2:17][N:18]1[CH2:23][CH2:22][CH2:21][CH2:20][CH2:19]1)[N:5]=[CH:4][N:3]=[C:2]2[O:24][C:25]1[CH:26]=[C:27]2[C:31](=[CH:32][CH:33]=1)[NH:30][C:29]([CH3:34])=[CH:28]2. (4) Given the reactants Br[C:2]1[C:10]2[C:5](=[CH:6][C:7]([CH2:11][N:12]([CH:20]3[CH2:22][CH2:21]3)[C:13](=[O:19])[O:14][C:15]([CH3:18])([CH3:17])[CH3:16])=[CH:8][CH:9]=2)[N:4]([CH2:23][CH2:24][CH2:25][O:26][CH3:27])[N:3]=1.[CH:28]1([B-](F)(F)F)[CH2:30][CH2:29]1.[K+].P([O-])([O-])([O-])=O.[K+].[K+].[K+].O, predict the reaction product. The product is: [CH:20]1([N:12]([CH2:11][C:7]2[CH:6]=[C:5]3[C:10]([C:2]([CH:28]4[CH2:30][CH2:29]4)=[N:3][N:4]3[CH2:23][CH2:24][CH2:25][O:26][CH3:27])=[CH:9][CH:8]=2)[C:13](=[O:19])[O:14][C:15]([CH3:18])([CH3:17])[CH3:16])[CH2:22][CH2:21]1.